This data is from Experimentally validated miRNA-target interactions with 360,000+ pairs, plus equal number of negative samples. The task is: Binary Classification. Given a miRNA mature sequence and a target amino acid sequence, predict their likelihood of interaction. (1) The miRNA is hsa-miR-377-5p with sequence AGAGGUUGCCCUUGGUGAAUUC. The protein sequence of the target gene is MDFLHRNGVLIIQHLQKDYRAYYTFLNFMSNVGDPRNIFFIYFPLCFQFNQTVGTKMIWVAVIGDWLNLIFKWILFGHRPYWWVQETQIYPNHSSPCLEQFPTTCETGPGSPSGHAMGASCVWYVMVTAALSHTVCGMDKFSITLHRLTWSFLWSVFWLIQISVCISRVFIATHFPHQVILGVIGGMLVAEAFEHTPGIQTASLGTYLKTNLFLFLFAVGFYLLLRVLNIDLLWSVPIAKKWCANPDWIHIDTTPFAGLVRNLGVLFGLGFAINSEMFLLSCRGGNNYTLSFRLLCALTS.... Result: 1 (interaction). (2) Result: 0 (no interaction). The miRNA is hsa-miR-101-3p with sequence UACAGUACUGUGAUAACUGAA. The protein sequence of the target gene is MLIQKNQCHITRTRENCDCTMNTVNEDLCLSASTLGSSSVTTQLVDPLDRKICLIRRQNDVKKRVIWGIEVAEKLHWKGWELGKETTRTLVLKNLSLKTQKMKYRPPKTKFFFTIIPQPIFLSPGITLTLPIVFRPLEAKEYTDQLWFEKEEGVFCVTLKATLPCYKLDCPSSLQLPMCALGDTVETWFCLNNVGDLPTFFTWEVPAPFQILPTTGLLEPGLGCKIKVTFEPLIAVIHEVEALCWYGKGNKQKNSINIQAAAKCAQLLVSIKHKGLEDQDQEGFQKVVHFGYVSVGSVAE....